Dataset: NCI-60 drug combinations with 297,098 pairs across 59 cell lines. Task: Regression. Given two drug SMILES strings and cell line genomic features, predict the synergy score measuring deviation from expected non-interaction effect. (1) Drug 1: CC1C(C(CC(O1)OC2CC(CC3=C2C(=C4C(=C3O)C(=O)C5=C(C4=O)C(=CC=C5)OC)O)(C(=O)CO)O)N)O.Cl. Drug 2: CN(C(=O)NC(C=O)C(C(C(CO)O)O)O)N=O. Cell line: A498. Synergy scores: CSS=5.03, Synergy_ZIP=-2.19, Synergy_Bliss=-1.93, Synergy_Loewe=3.18, Synergy_HSA=-0.552. (2) Synergy scores: CSS=64.2, Synergy_ZIP=-7.10, Synergy_Bliss=-6.86, Synergy_Loewe=-5.10, Synergy_HSA=-4.60. Cell line: HCC-2998. Drug 2: CC1C(C(CC(O1)OC2CC(CC3=C2C(=C4C(=C3O)C(=O)C5=CC=CC=C5C4=O)O)(C(=O)C)O)N)O. Drug 1: C1=NC2=C(N=C(N=C2N1C3C(C(C(O3)CO)O)F)Cl)N.